This data is from Forward reaction prediction with 1.9M reactions from USPTO patents (1976-2016). The task is: Predict the product of the given reaction. Given the reactants Br[CH2:2][C:3]1[CH:8]=[CH:7][CH:6]=[CH:5][C:4]=1[S:9]([F:14])([F:13])([F:12])([F:11])[F:10].Cl.Cl.[NH:17]1[CH2:22][CH2:21][CH:20](/[CH:23]=[C:24]2/[C:25]([NH:30][CH2:31][C:32]#[CH:33])=[N:26][C:27](=[O:29])[S:28]/2)[CH2:19][CH2:18]1.C(=O)([O-])[O-].[K+].[K+].O, predict the reaction product. The product is: [F:10][S:9]([F:14])([F:13])([F:12])([F:11])[C:4]1[CH:5]=[CH:6][CH:7]=[CH:8][C:3]=1[CH2:2][N:17]1[CH2:22][CH2:21][CH:20](/[CH:23]=[C:24]2/[C:25]([NH:30][CH2:31][C:32]#[CH:33])=[N:26][C:27](=[O:29])[S:28]/2)[CH2:19][CH2:18]1.